This data is from Forward reaction prediction with 1.9M reactions from USPTO patents (1976-2016). The task is: Predict the product of the given reaction. Given the reactants C(NCC)C.CC(O)(C)C.Br[CH2:12][C:13]([C:15]1[CH:20]=[CH:19][C:18]([N+:21]([O-:23])=[O:22])=[CH:17][CH:16]=1)=[O:14].[Cl:24][C:25]1[CH:30]=[CH:29][C:28]([C:31](=[O:33])[CH3:32])=[CH:27][C:26]=1[N+:34]([O-:36])=[O:35].OS(O)(=O)=O, predict the reaction product. The product is: [Cl:24][C:25]1[CH:30]=[CH:29][C:28]([C:31](=[O:33])[CH2:32][CH2:12][C:13]([C:15]2[CH:20]=[CH:19][C:18]([N+:21]([O-:23])=[O:22])=[CH:17][CH:16]=2)=[O:14])=[CH:27][C:26]=1[N+:34]([O-:36])=[O:35].